From a dataset of Reaction yield outcomes from USPTO patents with 853,638 reactions. Predict the reaction yield, written as a fraction of the theoretical maximum amount of product (1.0 means a 100% yield; for example, 0.34 means a 34% yield). (1) The reactants are Br[C:2]1[CH:7]=[C:6]([CH2:8][S:9]([CH3:12])(=[O:11])=[O:10])[CH:5]=[CH:4][C:3]=1[O:13][C:14]1[CH:19]=[CH:18][C:17]([F:20])=[CH:16][C:15]=1[F:21].[CH3:22][C:23]1([CH3:39])[C:27]([CH3:29])([CH3:28])[O:26][B:25]([B:25]2[O:26][C:27]([CH3:29])([CH3:28])[C:23]([CH3:39])([CH3:22])[O:24]2)[O:24]1.C([O-])(=O)C.[K+]. The catalyst is Cl[Pd](Cl)([P](C1C=CC=CC=1)(C1C=CC=CC=1)C1C=CC=CC=1)[P](C1C=CC=CC=1)(C1C=CC=CC=1)C1C=CC=CC=1. The product is [F:21][C:15]1[CH:16]=[C:17]([F:20])[CH:18]=[CH:19][C:14]=1[O:13][C:3]1[CH:4]=[CH:5][C:6]([CH2:8][S:9]([CH3:12])(=[O:11])=[O:10])=[CH:7][C:2]=1[B:25]1[O:26][C:27]([CH3:29])([CH3:28])[C:23]([CH3:39])([CH3:22])[O:24]1. The yield is 0.890. (2) The reactants are [CH3:1][O:2][C:3]([CH:5]1[CH:10]([C:11]2[CH:16]=[CH:15][C:14]([O:17][CH2:18][CH2:19][OH:20])=[CH:13][CH:12]=2)[CH2:9][CH2:8][N:7]([C:21]([O:23][C:24]([CH3:27])([CH3:26])[CH3:25])=[O:22])[CH2:6]1)=[O:4].[Cl:28][C:29]1[C:34](O)=[C:33]([Cl:36])[CH:32]=[C:31]([CH3:37])[CH:30]=1.P(CCCC)(CCCC)CCCC. The catalyst is C1(C)C=CC=CC=1. The product is [CH3:1][O:2][C:3]([CH:5]1[CH:10]([C:11]2[CH:16]=[CH:15][C:14]([O:17][CH2:18][CH2:19][O:20][C:34]3[C:29]([Cl:28])=[CH:30][C:31]([CH3:37])=[CH:32][C:33]=3[Cl:36])=[CH:13][CH:12]=2)[CH2:9][CH2:8][N:7]([C:21]([O:23][C:24]([CH3:27])([CH3:26])[CH3:25])=[O:22])[CH2:6]1)=[O:4]. The yield is 0.900. (3) The product is [CH3:1][O:2][C:3]([C@@H:5]1[CH2:9][C@@H:8]([S:10]([C:13]2[CH:18]=[CH:17][CH:16]=[CH:15][C:14]=2[C:19]([F:22])([F:20])[F:21])(=[O:11])=[O:12])[CH2:7][N:6]1[C:23]1[CH:28]=[CH:27][CH:26]=[CH:25][CH:24]=1)=[O:4]. The catalyst is ClCCl.C([O-])(=O)C.[Cu+2].C([O-])(=O)C. The reactants are [CH3:1][O:2][C:3]([C@@H:5]1[CH2:9][C@@H:8]([S:10]([C:13]2[CH:18]=[CH:17][CH:16]=[CH:15][C:14]=2[C:19]([F:22])([F:21])[F:20])(=[O:12])=[O:11])[CH2:7][NH:6]1)=[O:4].[C:23]1(B(O)O)[CH:28]=[CH:27][CH:26]=[CH:25][CH:24]=1.C(N(CC)CC)C. The yield is 0.180.